Dataset: Forward reaction prediction with 1.9M reactions from USPTO patents (1976-2016). Task: Predict the product of the given reaction. Given the reactants [F:1][C:2]1[C:3]([N+:12]([O-:14])=[O:13])=[CH:4][C:5]([O:10][CH3:11])=[C:6]([CH:9]=1)C=O.CO[CH:17]([O:20][CH3:21])[O:18][CH3:19].O.C1(C)C=CC(S(O)(=O)=O)=CC=1.C(=O)(O)[O-].[Na+], predict the reaction product. The product is: [CH3:21][O:20][CH:17]([O:18][CH3:19])[C:6]1[CH:9]=[C:2]([F:1])[C:3]([N+:12]([O-:14])=[O:13])=[CH:4][C:5]=1[O:10][CH3:11].